This data is from Reaction yield outcomes from USPTO patents with 853,638 reactions. The task is: Predict the reaction yield, written as a fraction of the theoretical maximum amount of product (1.0 means a 100% yield; for example, 0.34 means a 34% yield). (1) The reactants are C([O:8][C:9]([C:11]1[C:19]2[C:14](=[CH:15][CH:16]=[C:17]([CH2:20][CH2:21][O:22][S:23]([CH3:26])(=[O:25])=[O:24])[CH:18]=2)[NH:13][C:12]=1[CH3:27])=[O:10])C1C=CC=CC=1. The catalyst is C1COCC1.[Pd]. The product is [CH3:26][S:23]([O:22][CH2:21][CH2:20][C:17]1[CH:18]=[C:19]2[C:14](=[CH:15][CH:16]=1)[NH:13][C:12]([CH3:27])=[C:11]2[C:9]([OH:10])=[O:8])(=[O:24])=[O:25]. The yield is 0.480. (2) The reactants are [CH:1]1(Br)[CH2:4][CH2:3][CH2:2]1.[Mg].[F:7][C:8]1[CH:15]=[CH:14][CH:13]=[CH:12][C:9]=1[C:10]#[N:11].[BH4-].[Na+]. The catalyst is O1CCCC1.CO. The product is [CH:1]1([CH:10]([NH2:11])[C:9]2[CH:12]=[CH:13][CH:14]=[CH:15][C:8]=2[F:7])[CH2:4][CH2:3][CH2:2]1. The yield is 0.0790. (3) The reactants are [I-].[CH3:2][S+](C)(C)=O.[H-].[Na+].[NH:9]1[C:17]2[C:12](=[CH:13][CH:14]=[C:15](/[CH:18]=[C:19]3/[C:20](=[O:28])[NH:21][C:22]4[C:27]/3=[CH:26][CH:25]=[CH:24][CH:23]=4)[CH:16]=2)[CH:11]=[N:10]1. The catalyst is CN(C=O)C. The product is [NH:9]1[C:17]2[C:12](=[CH:13][CH:14]=[C:15]([C@H:18]3[C@@:19]4([C:27]5[C:22](=[CH:23][CH:24]=[CH:25][CH:26]=5)[NH:21][C:20]4=[O:28])[CH2:2]3)[CH:16]=2)[CH:11]=[N:10]1. The yield is 0.280. (4) The reactants are [Br:1]NC(=O)C.[F:6][C:7]1[CH:12]=[CH:11][C:10]([C:13]2[C:14]3[CH:21]=[CH:20][C:19]([O:22][CH3:23])=[CH:18][C:15]=3[S:16][CH:17]=2)=[CH:9][CH:8]=1. The catalyst is C(Cl)Cl.C(O)C. The product is [Br:1][C:17]1[S:16][C:15]2[CH:18]=[C:19]([O:22][CH3:23])[CH:20]=[CH:21][C:14]=2[C:13]=1[C:10]1[CH:11]=[CH:12][C:7]([F:6])=[CH:8][CH:9]=1. The yield is 0.890. (5) The reactants are [CH3:1][O:2][C:3]([C:5]1[CH2:6][N:7]([C:28]([O:30][C:31]([CH3:34])([CH3:33])[CH3:32])=[O:29])[CH2:8][CH2:9][C:10]=1[C:11]1[CH:16]=[CH:15][C:14](CCCO[Si](C(C)(C)C)(C)C)=[CH:13][CH:12]=1)=[O:4].[Li][CH2:36]CCC.CO[C:42]([C:44]1[CH2:45]N(C(OC(C)(C)C)=O)[CH2:47][CH2:48][C:49]=1OS(C(F)(F)F)(=O)=O)=O.[CH2:65]1[CH2:69][O:68][CH2:67][CH2:66]1. The catalyst is [Cl-].[Cl-].[Zn+2].C1C=CC([P]([Pd]([P](C2C=CC=CC=2)(C2C=CC=CC=2)C2C=CC=CC=2)([P](C2C=CC=CC=2)(C2C=CC=CC=2)C2C=CC=CC=2)[P](C2C=CC=CC=2)(C2C=CC=CC=2)C2C=CC=CC=2)(C2C=CC=CC=2)C2C=CC=CC=2)=CC=1. The product is [CH3:1][O:2][C:3]([C:5]1[CH2:6][N:7]([C:28]([O:30][C:31]([CH3:34])([CH3:33])[CH3:32])=[O:29])[CH2:8][CH2:9][C:10]=1[C:11]1[CH:16]=[CH:15][C:14]([CH2:65][CH2:69][O:68][C:67]2[CH:66]=[C:48]([CH3:47])[CH:49]=[C:44]([CH3:42])[C:45]=2[CH3:36])=[CH:13][CH:12]=1)=[O:4]. The yield is 0.570. (6) The reactants are [Cl:1][C:2]1[CH:3]=[C:4]([CH:14]=[CH:15][CH:16]=1)[C:5]([O:7][N:8]=[C:9]([NH2:13])[CH:10]([OH:12])[CH3:11])=O.C([O-])(=O)C.[Na+]. The catalyst is C(O)C.O. The product is [Cl:1][C:2]1[CH:3]=[C:4]([C:5]2[O:7][N:8]=[C:9]([CH:10]([OH:12])[CH3:11])[N:13]=2)[CH:14]=[CH:15][CH:16]=1. The yield is 0.250.